Predict which catalyst facilitates the given reaction. From a dataset of Catalyst prediction with 721,799 reactions and 888 catalyst types from USPTO. (1) Reactant: [NH:1]1[C:9]2[C:4](=[CH:5][C:6]([O:10][C:11]3[C:20]4[C:15](=[CH:16][C:17]([O:23][CH3:24])=[C:18]([O:21][CH3:22])[CH:19]=4)[N:14]=[CH:13][CH:12]=3)=[CH:7][CH:8]=2)[CH:3]=[CH:2]1.[C:25]1([N:31]=[C:32]=[O:33])[CH:30]=[CH:29][CH:28]=[CH:27][CH:26]=1. Product: [C:25]1([NH:31][C:32]([N:1]2[C:9]3[C:4](=[CH:5][C:6]([O:10][C:11]4[C:20]5[C:15](=[CH:16][C:17]([O:23][CH3:24])=[C:18]([O:21][CH3:22])[CH:19]=5)[N:14]=[CH:13][CH:12]=4)=[CH:7][CH:8]=3)[CH:3]=[CH:2]2)=[O:33])[CH:30]=[CH:29][CH:28]=[CH:27][CH:26]=1. The catalyst class is: 27. (2) Reactant: [CH:1]1([N:5]2[CH2:11][CH2:10][C:9]3[CH:12]=[CH:13][C:14]([CH2:16][C:17]4[N:18]=[CH:19][C:20]([C:23]([NH:25][CH3:26])=[O:24])=[N:21][CH:22]=4)=[CH:15][C:8]=3[CH2:7][CH2:6]2)[CH2:4][CH2:3][CH2:2]1.[ClH:27]. Product: [ClH:27].[CH:1]1([N:5]2[CH2:11][CH2:10][C:9]3[CH:12]=[CH:13][C:14]([CH2:16][C:17]4[N:18]=[CH:19][C:20]([C:23]([NH:25][CH3:26])=[O:24])=[N:21][CH:22]=4)=[CH:15][C:8]=3[CH2:7][CH2:6]2)[CH2:2][CH2:3][CH2:4]1. The catalyst class is: 459. (3) Reactant: [Cl:1][C:2]1[C:10]2[CH:9]=[C:8]([O:11][CH2:12][C:13]3[CH:18]=[CH:17][C:16]([O:19][CH:20]([CH3:22])[CH3:21])=[C:15]([C:23]([F:26])([F:25])[F:24])[CH:14]=3)[CH:7]=[CH:6][C:5]=2[N:4]2[CH2:27][CH2:28][C@H:29]([CH2:30][C:31]([O:33]CC)=[O:32])[C:3]=12.[OH-].[Na+]. Product: [Cl:1][C:2]1[C:10]2[CH:9]=[C:8]([O:11][CH2:12][C:13]3[CH:18]=[CH:17][C:16]([O:19][CH:20]([CH3:22])[CH3:21])=[C:15]([C:23]([F:24])([F:25])[F:26])[CH:14]=3)[CH:7]=[CH:6][C:5]=2[N:4]2[CH2:27][CH2:28][C@H:29]([CH2:30][C:31]([OH:33])=[O:32])[C:3]=12. The catalyst class is: 169. (4) Reactant: [CH3:1][O:2][C:3]1[C:12]([CH2:13][CH2:14][N:15]2[CH2:20][CH2:19][CH:18]([N:21]3[C:29]4[C:24](=[CH:25][CH:26]=[C:27]([C:30]([NH:32][CH3:33])=[O:31])[CH:28]=4)[CH:23]=[CH:22]3)[CH2:17][CH2:16]2)=[C:11]2[C:6]([C:7](=[O:36])[CH2:8][C:9]([CH3:35])([CH3:34])[O:10]2)=[CH:5][CH:4]=1.[C:37]([OH:46])(=[O:45])[C@@H:38]([C@H:40]([C:42]([OH:44])=[O:43])[OH:41])[OH:39]. Product: [C:42]([C@@H:40]([C@H:38]([C:37]([OH:46])=[O:45])[OH:39])[OH:41])([OH:44])=[O:43].[CH3:1][O:2][C:3]1[C:12]([CH2:13][CH2:14][N:15]2[CH2:20][CH2:19][CH:18]([N:21]3[C:29]4[C:24](=[CH:25][CH:26]=[C:27]([C:30]([NH:32][CH3:33])=[O:31])[CH:28]=4)[CH:23]=[CH:22]3)[CH2:17][CH2:16]2)=[C:11]2[C:6]([C:7](=[O:36])[CH2:8][C:9]([CH3:34])([CH3:35])[O:10]2)=[CH:5][CH:4]=1. The catalyst class is: 305. (5) Reactant: [Cl:1][C:2]1[N:7]=[C:6]([CH2:8]Cl)[C:5]([C:10]([O:12][CH3:13])=[O:11])=[CH:4][CH:3]=1.C(=O)([O-])[O-].[K+].[K+].[NH:20]1[CH2:25][CH2:24][O:23][CH2:22][CH2:21]1.O. Product: [Cl:1][C:2]1[N:7]=[C:6]([CH2:8][N:20]2[CH2:25][CH2:24][O:23][CH2:22][CH2:21]2)[C:5]([C:10]([O:12][CH3:13])=[O:11])=[CH:4][CH:3]=1. The catalyst class is: 3. (6) Reactant: CON(C)[C:4]([C@@H:6]1[CH2:10][CH2:9][CH2:8][C@H:7]1[C:11]1[CH:12]=[C:13]2[C:17](=[CH:18][CH:19]=1)[N:16]([CH3:20])[CH:15]=[C:14]2[C:21]#[N:22])=[O:5].[H-].[Na+].IC.[H-].[Al+3].[Li+].[H-].[H-].[H-]. Product: [CH:4]([C@@H:6]1[CH2:10][CH2:9][CH2:8][C@H:7]1[C:11]1[CH:12]=[C:13]2[C:17](=[CH:18][CH:19]=1)[N:16]([CH3:20])[CH:15]=[C:14]2[C:21]#[N:22])=[O:5]. The catalyst class is: 7.